From a dataset of Reaction yield outcomes from USPTO patents with 853,638 reactions. Predict the reaction yield, written as a fraction of the theoretical maximum amount of product (1.0 means a 100% yield; for example, 0.34 means a 34% yield). (1) The reactants are [OH:1][C:2]1[CH:11]=[C:10]2[C:5]([C:6](=[O:20])[N:7]([CH2:12][O:13][C:14](=[O:19])[C:15]([CH3:18])([CH3:17])[CH3:16])[CH:8]=[N:9]2)=[CH:4][C:3]=1[O:21][CH3:22].CC1C=CC(S(O[CH2:34][CH2:35][CH:36]2[CH2:41][CH2:40][N:39]([C:42]([O:44][C:45]([CH3:48])([CH3:47])[CH3:46])=[O:43])[CH2:38][CH2:37]2)(=O)=O)=CC=1.C(=O)([O-])[O-].[K+].[K+]. The catalyst is CN(C=O)C. The product is [C:45]([O:44][C:42]([N:39]1[CH2:40][CH2:41][CH:36]([CH2:35][CH2:34][O:1][C:2]2[CH:11]=[C:10]3[C:5]([C:6](=[O:20])[N:7]([CH2:12][O:13][C:14](=[O:19])[C:15]([CH3:16])([CH3:17])[CH3:18])[CH:8]=[N:9]3)=[CH:4][C:3]=2[O:21][CH3:22])[CH2:37][CH2:38]1)=[O:43])([CH3:48])([CH3:47])[CH3:46]. The yield is 0.880. (2) The reactants are [Cl:1][C:2]1[CH:3]=[C:4]([CH:8]=[CH:9][CH:10]=1)[C:5](Cl)=[O:6].[NH2:11][C:12]1[CH:17]=[CH:16][C:15]([N+:18]([O-:20])=[O:19])=[CH:14][N:13]=1. The catalyst is N1C=CC=CC=1. The product is [Cl:1][C:2]1[CH:3]=[C:4]([CH:8]=[CH:9][CH:10]=1)[C:5]([NH:11][C:12]1[CH:17]=[CH:16][C:15]([N+:18]([O-:20])=[O:19])=[CH:14][N:13]=1)=[O:6]. The yield is 0.990. (3) The reactants are [Li]CCCC.Br[C:7]1[CH:8]=[N:9][CH:10]=[CH:11][CH:12]=1.[Cl:13][C:14]1[CH:41]=[CH:40][C:17]([C:18]([C:20]2[CH:21]=[C:22]3[C:27](=[CH:28][CH:29]=2)[N:26]([CH3:30])[C:25](=[O:31])[CH:24]=[C:23]3[CH2:32][CH2:33][C:34]2[S:35][C:36]([Cl:39])=[CH:37][CH:38]=2)=[O:19])=[CH:16][CH:15]=1.C1COCC1. The catalyst is C(OCC)C.O. The product is [Cl:13][C:14]1[CH:15]=[CH:16][C:17]([C:18]([OH:19])([C:7]2[CH:8]=[N:9][CH:10]=[CH:11][CH:12]=2)[C:20]2[CH:21]=[C:22]3[C:27](=[CH:28][CH:29]=2)[N:26]([CH3:30])[C:25](=[O:31])[CH:24]=[C:23]3[CH2:32][CH2:33][C:34]2[S:35][C:36]([Cl:39])=[CH:37][CH:38]=2)=[CH:40][CH:41]=1. The yield is 0.330. (4) The reactants are C(=O)([O-])[O-].[K+].[K+].[Br:7][CH2:8][CH2:9][CH2:10][CH2:11]Br.[OH:13][C:14]1[CH:23]=[CH:22][C:17]([C:18]([O:20][CH3:21])=[O:19])=[CH:16][C:15]=1[O:24][CH3:25]. The catalyst is CC#N. The product is [Br:7][CH2:8][CH2:9][CH2:10][CH2:11][O:13][C:14]1[CH:23]=[CH:22][C:17]([C:18]([O:20][CH3:21])=[O:19])=[CH:16][C:15]=1[O:24][CH3:25]. The yield is 0.800. (5) The reactants are [S:1]1[CH2:6][CH2:5][C:4](=O)[CH2:3][CH2:2]1.C[Si]([N-][Si](C)(C)C)(C)C.[Li+].Cl[C:19](=O)[C:20]([O:22][CH2:23][CH3:24])=[O:21].[CH3:26][NH:27][NH2:28]. The catalyst is C1(C)C=CC=CC=1.O.CCO.CC(O)=O. The product is [CH3:26][N:27]1[C:4]2[CH2:3][CH2:2][S:1][CH2:6][C:5]=2[C:19]([C:20]([O:22][CH2:23][CH3:24])=[O:21])=[N:28]1. The yield is 0.0500. (6) The reactants are [CH3:1][S:2][CH2:3][CH2:4][CH2:5][OH:6].C(N(CC)CC)C.CN(C)CCCCCCN(C)C.[C:26]1([CH3:36])[CH:31]=[CH:30][C:29]([S:32](Cl)(=[O:34])=[O:33])=[CH:28][CH:27]=1. The catalyst is C1(C)C=CC=CC=1.O. The product is [CH3:36][C:26]1[CH:31]=[CH:30][C:29]([S:32]([O:6][CH2:5][CH2:4][CH2:3][S:2][CH3:1])(=[O:34])=[O:33])=[CH:28][CH:27]=1. The yield is 0.940. (7) The reactants are C([NH:9][C:10]1[O:11][C@H:12]([C:33]([F:36])([F:35])[F:34])[CH2:13][C@:14]([C:18]2[CH:19]=[C:20]([CH:29]=[CH:30][C:31]=2[F:32])[C:21]([NH:23][C@@H:24]([CH3:28])[CH2:25][O:26][CH3:27])=[O:22])([CH2:16][F:17])[N:15]=1)(=O)C1C=CC=CC=1.N12CCCN=C1CCCCC2. The catalyst is CO. The product is [NH2:9][C:10]1[O:11][C@H:12]([C:33]([F:36])([F:35])[F:34])[CH2:13][C@:14]([C:18]2[CH:19]=[C:20]([CH:29]=[CH:30][C:31]=2[F:32])[C:21]([NH:23][C@@H:24]([CH3:28])[CH2:25][O:26][CH3:27])=[O:22])([CH2:16][F:17])[N:15]=1. The yield is 0.522. (8) The reactants are [CH2:1]([O:8][C:9]1[CH:18]=[C:17]2[C:12]([C:13](Cl)=[N:14][CH:15]=[N:16]2)=[CH:11][CH:10]=1)[C:2]1[CH:7]=[CH:6][CH:5]=[CH:4][CH:3]=1.[OH:20][C:21]1[CH:22]=[C:23]2[C:27](=[CH:28][CH:29]=1)[NH:26][C:25]([CH3:30])=[CH:24]2.C(=O)([O-])[O-].[K+].[K+]. The catalyst is CN(C=O)C. The product is [CH2:1]([O:8][C:9]1[CH:18]=[C:17]2[C:12]([C:13]([O:20][C:21]3[CH:22]=[C:23]4[C:27](=[CH:28][CH:29]=3)[NH:26][C:25]([CH3:30])=[CH:24]4)=[N:14][CH:15]=[N:16]2)=[CH:11][CH:10]=1)[C:2]1[CH:7]=[CH:6][CH:5]=[CH:4][CH:3]=1. The yield is 0.810.